This data is from Full USPTO retrosynthesis dataset with 1.9M reactions from patents (1976-2016). The task is: Predict the reactants needed to synthesize the given product. (1) The reactants are: [C:1]([O:5][C:6](=[O:14])[NH:7][CH:8]1[CH2:13][CH2:12][NH:11][CH2:10][CH2:9]1)([CH3:4])([CH3:3])[CH3:2].[CH:15]([O:18][C:19]1[CH:20]=[C:21]([CH:24]=[C:25]([O:27][CH:28]([CH3:30])[CH3:29])[CH:26]=1)[CH:22]=O)([CH3:17])[CH3:16].C(O)(=O)C.C([BH3-])#N.[Na+]. Given the product [C:1]([O:5][C:6](=[O:14])[NH:7][CH:8]1[CH2:13][CH2:12][N:11]([CH2:22][C:21]2[CH:24]=[C:25]([O:27][CH:28]([CH3:30])[CH3:29])[CH:26]=[C:19]([O:18][CH:15]([CH3:17])[CH3:16])[CH:20]=2)[CH2:10][CH2:9]1)([CH3:4])([CH3:2])[CH3:3], predict the reactants needed to synthesize it. (2) Given the product [CH:8]1([NH:11][CH2:2][CH2:1][CH2:7][S:4]([OH:3])(=[O:6])=[O:5])[CH2:10][CH2:9]1, predict the reactants needed to synthesize it. The reactants are: [CH2:1]1[CH2:7][S:4](=[O:6])(=[O:5])[O:3][CH2:2]1.[CH:8]1([NH2:11])[CH2:10][CH2:9]1. (3) Given the product [Br:13][C:14]1[C:15]([O:12][C:7]2[CH:8]=[CH:9][CH:10]=[CH:11][C:6]=2[O:3][CH2:4][CH3:5])=[N:16][C:17]([Cl:20])=[N:18][CH:19]=1, predict the reactants needed to synthesize it. The reactants are: [H-].[Na+].[O:3]([C:6]1[CH:11]=[CH:10][CH:9]=[CH:8][C:7]=1[OH:12])[CH2:4][CH3:5].[Br:13][C:14]1[C:15](Cl)=[N:16][C:17]([Cl:20])=[N:18][CH:19]=1.CCOC(C)=O. (4) Given the product [CH:11]([CH2:7][C:6](=[CH2:8])[C:5]([OH:10])=[O:9])=[CH:12][C:13]1[CH:18]=[CH:17][CH:16]=[CH:15][CH:14]=1.[C:19]([O:23][CH2:24][CH2:25][CH2:26][CH3:27])(=[O:22])[CH:20]=[CH2:21].[Na:1].[S:28]([O-:32])([O-:31])(=[O:30])=[O:29].[C:5]([OH:10])(=[O:9])[C:6]([CH3:8])=[CH2:7].[CH2:3]1[O:4][CH2:2]1, predict the reactants needed to synthesize it. The reactants are: [Na:1].[CH2:2]1[O:4][CH2:3]1.[C:5]([OH:10])(=[O:9])[C:6]([CH3:8])=[CH2:7].[CH2:11]=[CH:12][C:13]1[CH:18]=[CH:17][CH:16]=[CH:15][CH:14]=1.[C:19]([O:23][CH2:24][CH2:25][CH2:26][CH3:27])(=[O:22])[CH:20]=[CH2:21].[S:28]([O:32][O:31][S:28]([O-:32])(=[O:30])=[O:29])([O-:31])(=[O:30])=[O:29].[NH4+].[NH4+]. (5) Given the product [Cl:1][C:2]1[CH:7]=[C:6]([N:8]2[CH2:9][CH2:10][O:11][CH2:12][CH2:13]2)[N:5]=[C:4]([C:14]([NH:22][CH3:21])=[O:16])[CH:3]=1, predict the reactants needed to synthesize it. The reactants are: [Cl:1][C:2]1[CH:7]=[C:6]([N:8]2[CH2:13][CH2:12][O:11][CH2:10][CH2:9]2)[N:5]=[C:4]([C:14]([OH:16])=O)[CH:3]=1.C(Cl)CCl.[CH3:21][NH2:22].